From a dataset of Forward reaction prediction with 1.9M reactions from USPTO patents (1976-2016). Predict the product of the given reaction. (1) Given the reactants Cl.[NH2:2][CH:3]([C:9]([O:11][CH2:12][CH3:13])=[O:10])[C:4]([O:6][CH2:7][CH3:8])=[O:5].C(N(CC)CC)C.[Cl:21][C:22]1[CH:30]=[CH:29][C:25]([C:26](Cl)=[O:27])=[CH:24][CH:23]=1, predict the reaction product. The product is: [Cl:21][C:22]1[CH:30]=[CH:29][C:25]([C:26]([NH:2][CH:3]([C:4]([O:6][CH2:7][CH3:8])=[O:5])[C:9]([O:11][CH2:12][CH3:13])=[O:10])=[O:27])=[CH:24][CH:23]=1. (2) Given the reactants [O:1]1CCO[CH:2]1[C:6]1[S:7][C:8]([CH:11]([OH:15])[CH2:12][O:13][CH3:14])=[CH:9][N:10]=1.Cl.C(=O)([O-])O.[Na+], predict the reaction product. The product is: [OH:15][CH:11]([C:8]1[S:7][C:6]([CH:2]=[O:1])=[N:10][CH:9]=1)[CH2:12][O:13][CH3:14]. (3) Given the reactants [OH:1][CH2:2][CH2:3][C:4]1[CH:9]=[CH:8][C:7]([OH:10])=[CH:6][CH:5]=1.[Cl:11][C:12]1[CH:13]=[C:14](B(O)O)[CH:15]=[CH:16][C:17]=1[F:18], predict the reaction product. The product is: [Cl:11][C:12]1[CH:13]=[C:14]([CH:15]=[CH:16][C:17]=1[F:18])[O:10][C:7]1[CH:8]=[CH:9][C:4]([CH2:3][CH2:2][OH:1])=[CH:5][CH:6]=1. (4) The product is: [O:19]([C:20]1[CH:21]=[N:22][CH:23]=[C:24]([C:6]2[CH:7]=[CH:8][C:3]([O:2][CH3:1])=[C:4]([CH3:12])[CH:5]=2)[CH:25]=1)[C@@H:18]1[S:27][CH2:28][C@@H:29]([OH:35])[C@H:30]([OH:31])[C@H:17]1[OH:16]. Given the reactants [CH3:1][O:2][C:3]1[CH:8]=[CH:7][C:6](B(O)O)=[CH:5][C:4]=1[CH3:12].C([O:16][C@@H:17]1[C@@H:30]([O:31]C(=O)C)[C@H:29]([O:35]C(=O)C)[CH2:28][S:27][C@H:18]1[O:19][C:20]1[CH:21]=[N:22][CH:23]=[C:24](Br)[CH:25]=1)(=O)C, predict the reaction product.